From a dataset of Full USPTO retrosynthesis dataset with 1.9M reactions from patents (1976-2016). Predict the reactants needed to synthesize the given product. (1) Given the product [CH:2]([C:3]1[CH:4]=[N:5][N:6]([C:8]([O:10][C:11]([CH3:14])([CH3:13])[CH3:12])=[O:9])[CH:7]=1)=[O:1], predict the reactants needed to synthesize it. The reactants are: [OH:1][CH2:2][C:3]1[CH:4]=[N:5][N:6]([C:8]([O:10][C:11]([CH3:14])([CH3:13])[CH3:12])=[O:9])[CH:7]=1.S([O-])([O-])(=O)=O.[Mg+2]. (2) Given the product [CH:1]1[C:10]2[C:5](=[CH:6][CH:7]=[CH:8][CH:9]=2)[CH:4]=[CH:3][C:2]=1[C:11]1[C:24]2[C:19](=[CH:20][CH:21]=[CH:22][CH:23]=2)[C:18]([C:29]2[CH:30]=[N:31][CH:32]=[C:33]([C:18]3[C:17]4[C:12]([C:11]([C:2]5[CH:3]=[CH:4][C:5]6[C:10](=[CH:9][CH:8]=[CH:7][CH:6]=6)[CH:1]=5)=[C:24]5[C:19]=3[CH:20]=[CH:21][CH:22]=[CH:23]5)=[CH:13][CH:14]=[CH:15][CH:16]=4)[CH:34]=2)=[C:17]2[C:12]=1[CH:13]=[CH:14][CH:15]=[CH:16]2, predict the reactants needed to synthesize it. The reactants are: [CH:1]1[C:10]2[C:5](=[CH:6][CH:7]=[CH:8][CH:9]=2)[CH:4]=[CH:3][C:2]=1[C:11]1[C:24]2[C:19](=[CH:20][CH:21]=[CH:22][CH:23]=2)[C:18](B(O)O)=[C:17]2[C:12]=1[CH:13]=[CH:14][CH:15]=[CH:16]2.Br[C:29]1[CH:30]=[N:31][CH:32]=[C:33](Br)[CH:34]=1.C(=O)([O-])[O-].[K+].[K+]. (3) Given the product [CH2:1]([N:8]1[CH2:13][CH2:12][CH:11]([NH:14][C:22]2[C:23](=[O:24])[N:19]([C:15]([CH3:17])([CH3:16])[CH3:18])[S:20](=[O:33])(=[O:32])[C:21]=2[C:26]2[CH:31]=[CH:30][CH:29]=[CH:28][CH:27]=2)[CH2:10][CH2:9]1)[C:2]1[CH:3]=[CH:4][CH:5]=[CH:6][CH:7]=1, predict the reactants needed to synthesize it. The reactants are: [CH2:1]([N:8]1[CH2:13][CH2:12][CH:11]([NH2:14])[CH2:10][CH2:9]1)[C:2]1[CH:7]=[CH:6][CH:5]=[CH:4][CH:3]=1.[C:15]([N:19]1[C:23](=[O:24])[C:22](Cl)=[C:21]([C:26]2[CH:31]=[CH:30][CH:29]=[CH:28][CH:27]=2)[S:20]1(=[O:33])=[O:32])([CH3:18])([CH3:17])[CH3:16]. (4) Given the product [Br:30][C:31]1[O:35][C:34]([C:36]([NH:21][C@@H:19]([CH3:20])[C@H:18]([O:17][C:13]2[CH:12]=[C:11]3[C:16](=[CH:15][CH:14]=2)[N:8]([C:5]2[CH:4]=[CH:3][C:2]([F:1])=[CH:7][CH:6]=2)[N:9]=[CH:10]3)[C:22]2[CH:27]=[CH:26][CH:25]=[C:24]([O:28][CH3:29])[CH:23]=2)=[O:37])=[CH:33][CH:32]=1, predict the reactants needed to synthesize it. The reactants are: [F:1][C:2]1[CH:7]=[CH:6][C:5]([N:8]2[C:16]3[C:11](=[CH:12][C:13]([O:17][C@H:18]([C:22]4[CH:27]=[CH:26][CH:25]=[C:24]([O:28][CH3:29])[CH:23]=4)[C@@H:19]([NH2:21])[CH3:20])=[CH:14][CH:15]=3)[CH:10]=[N:9]2)=[CH:4][CH:3]=1.[Br:30][C:31]1[O:35][C:34]([C:36](O)=[O:37])=[CH:33][CH:32]=1.